This data is from Reaction yield outcomes from USPTO patents with 853,638 reactions. The task is: Predict the reaction yield, written as a fraction of the theoretical maximum amount of product (1.0 means a 100% yield; for example, 0.34 means a 34% yield). (1) The reactants are [N:1]1([S:6]([C:9]2[CH:14]=[CH:13][C:12](B(O)O)=[CH:11][CH:10]=2)(=[O:8])=[O:7])[CH2:5][CH2:4][CH2:3][CH2:2]1.[NH2:18][C:19]1[C:20]([C:26]([O:28][CH3:29])=[O:27])=[N:21][C:22](Br)=[CH:23][N:24]=1. The catalyst is COCCOC.O.C1C=CC(P(C2C=CC=CC=2)[C-]2C=CC=C2)=CC=1.C1C=CC(P(C2C=CC=CC=2)[C-]2C=CC=C2)=CC=1.Cl[Pd]Cl.[Fe+2]. The product is [NH2:18][C:19]1[C:20]([C:26]([O:28][CH3:29])=[O:27])=[N:21][C:22]([C:12]2[CH:13]=[CH:14][C:9]([S:6]([N:1]3[CH2:5][CH2:4][CH2:3][CH2:2]3)(=[O:8])=[O:7])=[CH:10][CH:11]=2)=[CH:23][N:24]=1. The yield is 0.820. (2) The reactants are [NH:1]1[CH2:6][CH2:5][CH:4]([C:7]2[CH:8]=[CH:9][C:10]3[O:19][CH2:18][CH2:17][C:16]4[N:12]([N:13]=[C:14]([C:20]5[N:21]([CH2:25][C:26]([F:29])([F:28])[F:27])[N:22]=[CH:23][N:24]=5)[CH:15]=4)[C:11]=3[CH:30]=2)[CH2:3][CH2:2]1.C(=O)([O-])[O-].[K+].[K+].Br[CH2:38][CH2:39][O:40]C1CCCCO1.Cl. The catalyst is CN(C=O)C.CO. The product is [F:28][C:26]([F:29])([F:27])[CH2:25][N:21]1[C:20]([C:14]2[CH:15]=[C:16]3[N:12]([C:11]4[CH:30]=[C:7]([CH:4]5[CH2:3][CH2:2][N:1]([CH2:38][CH2:39][OH:40])[CH2:6][CH2:5]5)[CH:8]=[CH:9][C:10]=4[O:19][CH2:18][CH2:17]3)[N:13]=2)=[N:24][CH:23]=[N:22]1. The yield is 0.540. (3) The reactants are C1(C)C=CC=CC=1.Cl[C:9]1[N:14]=[CH:13][CH:12]=[CH:11][N:10]=1.[CH:15]([C:17]1[CH:18]=[C:19](B(O)O)[CH:20]=[CH:21][CH:22]=1)=[O:16].C([O-])([O-])=O.[K+].[K+]. The catalyst is C1C=CC([P]([Pd]([P](C2C=CC=CC=2)(C2C=CC=CC=2)C2C=CC=CC=2)([P](C2C=CC=CC=2)(C2C=CC=CC=2)C2C=CC=CC=2)[P](C2C=CC=CC=2)(C2C=CC=CC=2)C2C=CC=CC=2)(C2C=CC=CC=2)C2C=CC=CC=2)=CC=1.O.CN(C=O)C. The product is [N:10]1[CH:11]=[CH:12][CH:13]=[N:14][C:9]=1[C:21]1[CH:22]=[C:17]([CH:18]=[CH:19][CH:20]=1)[CH:15]=[O:16]. The yield is 0.390. (4) The reactants are [Cl:1][C:2]1[C:10]([N+:11]([O-])=O)=[CH:9][CH:8]=[C:7]([Cl:14])[C:3]=1[C:4]([OH:6])=[O:5].[NH4+].[Cl-]. The catalyst is C1COCC1.[Zn]. The product is [NH2:11][C:10]1[C:2]([Cl:1])=[C:3]([C:7]([Cl:14])=[CH:8][CH:9]=1)[C:4]([OH:6])=[O:5]. The yield is 0.755. (5) The product is [Br:12][CH2:1][CH2:2][O:3][CH2:4][CH2:5][O:6][CH2:7][CH2:8][OH:9]. The catalyst is ClCCl. The yield is 0.277. The reactants are [CH2:1](O)[CH2:2][O:3][CH2:4][CH2:5][O:6][CH2:7][CH2:8][OH:9].C(Br)(Br)(Br)[Br:12].C1(P(C2C=CC=CC=2)C2C=CC=CC=2)C=CC=CC=1.